Task: Predict the reaction yield, written as a fraction of the theoretical maximum amount of product (1.0 means a 100% yield; for example, 0.34 means a 34% yield).. Dataset: Reaction yield outcomes from USPTO patents with 853,638 reactions (1) The reactants are Cl.Br[C:3]1[CH:14]=[N:13][C:6]2[NH:7][C:8](=[O:12])[CH2:9][NH:10][CH2:11][C:5]=2[CH:4]=1.[CH3:15][N:16]([CH2:21][C:22]1[O:23][C:24]2[CH:31]=[CH:30][CH:29]=[CH:28][C:25]=2[C:26]=1[CH3:27])[C:17](=[O:20])[CH:18]=[CH2:19].C(N(C(C)C)C(C)C)C.CC1C=CC=CC=1P(C1C=CC=CC=1C)C1C=CC=CC=1C. The catalyst is C(#N)CC.CN(C=O)C.C(Cl)Cl.CO.CC([O-])=O.CC([O-])=O.[Pd+2]. The product is [CH3:15][N:16]([CH2:21][C:22]1[O:23][C:24]2[CH:31]=[CH:30][CH:29]=[CH:28][C:25]=2[C:26]=1[CH3:27])[C:17](=[O:20])/[CH:18]=[CH:19]/[C:3]1[CH:14]=[N:13][C:6]2[NH:7][C:8](=[O:12])[CH2:9][NH:10][CH2:11][C:5]=2[CH:4]=1. The yield is 0.470. (2) The reactants are [CH2:1]([N:8]1[C:12]2([CH2:16][CH2:15][NH:14][CH2:13]2)[CH2:11][CH2:10][CH2:9]1)[C:2]1[CH:7]=[CH:6][CH:5]=[CH:4][CH:3]=1.Br[C:18]1[CH:19]=[N:20][CH:21]=[C:22]([O:24][C:25]2[CH:30]=[CH:29][CH:28]=[CH:27][CH:26]=2)[CH:23]=1.CC(C)([O-])C.[K+]. The catalyst is C1(C)C=CC=CC=1.C1C=CC(/C=C/C(/C=C/C2C=CC=CC=2)=O)=CC=1.C1C=CC(/C=C/C(/C=C/C2C=CC=CC=2)=O)=CC=1.C1C=CC(/C=C/C(/C=C/C2C=CC=CC=2)=O)=CC=1.[Pd].[Pd].C1(P(C2C=CC=CC=2)C2C=CC3C(=CC=CC=3)C=2C2C3C(=CC=CC=3)C=CC=2P(C2C=CC=CC=2)C2C=CC=CC=2)C=CC=CC=1. The product is [CH2:1]([N:8]1[C:12]2([CH2:16][CH2:15][N:14]([C:18]3[CH:19]=[N:20][CH:21]=[C:22]([O:24][C:25]4[CH:26]=[CH:27][CH:28]=[CH:29][CH:30]=4)[CH:23]=3)[CH2:13]2)[CH2:11][CH2:10][CH2:9]1)[C:2]1[CH:3]=[CH:4][CH:5]=[CH:6][CH:7]=1. The yield is 0.786. (3) The reactants are Cl[C:2]1[CH:3]=[C:4]([CH:41]=[CH:42][C:43]=1F)[C:5]1[C:10]([C:11]2[CH:20]=[CH:19][C:18]3[C:13](=[CH:14][CH:15]=[C:16]([C:21]4[N:25]([CH:26]5[CH2:31][CH2:30][CH2:29][CH2:28][CH2:27]5)[C:24]5[CH:32]=[CH:33][C:34]([C:36]([OH:38])=[O:37])=[CH:35][C:23]=5[N:22]=4)[CH:17]=3)[N:12]=2)=[CH:9][C:8]([O:39][CH3:40])=[CH:7][CH:6]=1.[CH3:45]OC(C1C=CC2N(C3CCCCC3)C(C3C=C4C(=CC=3)N=C(C3C=C(OC)C=CC=3Br)C=C4)=NC=2C=1)=O.B(O)(O)C1C=CC(C)=CC=1. No catalyst specified. The product is [CH:26]1([N:25]2[C:24]3[CH:32]=[CH:33][C:34]([C:36]([OH:38])=[O:37])=[CH:35][C:23]=3[N:22]=[C:21]2[C:16]2[CH:17]=[C:18]3[C:13](=[CH:14][CH:15]=2)[N:12]=[C:11]([C:10]2[C:5]([C:4]4[CH:3]=[CH:2][C:43]([CH3:45])=[CH:42][CH:41]=4)=[CH:6][CH:7]=[C:8]([O:39][CH3:40])[CH:9]=2)[CH:20]=[CH:19]3)[CH2:31][CH2:30][CH2:29][CH2:28][CH2:27]1. The yield is 0.120. (4) The reactants are [CH3:1][O:2][C:3]1[CH:8]=[CH:7][C:6]([CH2:9][CH2:10][CH2:11][CH:12]=[O:13])=[CH:5][CH:4]=1.[C:14]([Mg]Br)#[CH:15]. The catalyst is C1COCC1. The product is [CH3:1][O:2][C:3]1[CH:8]=[CH:7][C:6]([CH2:9][CH2:10][CH2:11][CH:12]([OH:13])[C:14]#[CH:15])=[CH:5][CH:4]=1. The yield is 0.470.